From a dataset of Forward reaction prediction with 1.9M reactions from USPTO patents (1976-2016). Predict the product of the given reaction. (1) Given the reactants [C:1]1([C:7](=[N:14][CH:15]([CH2:18][CH:19]([F:21])[F:20])[C:16]#[N:17])[C:8]2[CH:13]=[CH:12][CH:11]=[CH:10][CH:9]=2)[CH:6]=[CH:5][CH:4]=[CH:3][CH:2]=1.[CH2:22]([Li])CCC.IC, predict the reaction product. The product is: [C:1]1([C:7](=[N:14][C:15]([CH3:22])([CH2:18][CH:19]([F:20])[F:21])[C:16]#[N:17])[C:8]2[CH:13]=[CH:12][CH:11]=[CH:10][CH:9]=2)[CH:6]=[CH:5][CH:4]=[CH:3][CH:2]=1. (2) The product is: [O:37]=[C:15]1[C:16]([C:20]2[CH:25]=[CH:24][C:23]([NH:26][C:27]([NH:29][C:30]3[CH:35]=[CH:34][CH:33]=[CH:32][C:31]=3[CH3:36])=[O:28])=[CH:22][CH:21]=2)=[CH:17][CH:18]=[CH:19][N:14]1[CH2:13][C:10]1[CH:11]=[CH:12][C:7]([CH2:6][CH2:5][C:4]([OH:38])=[O:3])=[CH:8][CH:9]=1. Given the reactants C([O:3][C:4](=[O:38])[CH2:5][CH2:6][C:7]1[CH:12]=[CH:11][C:10]([CH2:13][N:14]2[CH:19]=[CH:18][CH:17]=[C:16]([C:20]3[CH:25]=[CH:24][C:23]([NH:26][C:27]([NH:29][C:30]4[CH:35]=[CH:34][CH:33]=[CH:32][C:31]=4[CH3:36])=[O:28])=[CH:22][CH:21]=3)[C:15]2=[O:37])=[CH:9][CH:8]=1)C.[OH-].[Li+].Cl, predict the reaction product.